This data is from Forward reaction prediction with 1.9M reactions from USPTO patents (1976-2016). The task is: Predict the product of the given reaction. (1) Given the reactants C(N(C(C)C)C(C)C)C.[NH2:10][C:11]1([C:17]([NH:19][C@H:20]([C:24]2[CH:29]=[CH:28][C:27]([Cl:30])=[CH:26][CH:25]=2)[CH2:21][CH2:22][OH:23])=[O:18])[CH2:16][CH2:15][NH:14][CH2:13][CH2:12]1.Cl[C:32]1[C:33]2[CH:40]=[CH:39][NH:38][C:34]=2[N:35]=[CH:36][N:37]=1, predict the reaction product. The product is: [NH2:10][C:11]1([C:17]([NH:19][C@H:20]([C:24]2[CH:29]=[CH:28][C:27]([Cl:30])=[CH:26][CH:25]=2)[CH2:21][CH2:22][OH:23])=[O:18])[CH2:16][CH2:15][N:14]([C:32]2[C:33]3[CH:40]=[CH:39][NH:38][C:34]=3[N:35]=[CH:36][N:37]=2)[CH2:13][CH2:12]1. (2) The product is: [Cl:26][C:21]1[CH:20]=[C:19]([NH:18][C:10]2[C:9]3[C:14](=[CH:15][CH:16]=[CH:17][C:8]=3[O:7][C@H:6]([CH3:27])[CH2:5][NH:4][CH3:1])[N:13]=[CH:12][N:11]=2)[CH:24]=[CH:23][C:22]=1[OH:25]. Given the reactants [CH2:1]([N:4](C)[CH2:5][C@@H:6]([CH3:27])[O:7][C:8]1[CH:17]=[CH:16][CH:15]=[C:14]2[C:9]=1[C:10]([NH:18][C:19]1[CH:24]=[CH:23][C:22]([OH:25])=[C:21]([Cl:26])[CH:20]=1)=[N:11][CH:12]=[N:13]2)C=C, predict the reaction product.